This data is from Peptide-MHC class I binding affinity with 185,985 pairs from IEDB/IMGT. The task is: Regression. Given a peptide amino acid sequence and an MHC pseudo amino acid sequence, predict their binding affinity value. This is MHC class I binding data. (1) The peptide sequence is IAEYIAGLKI. The MHC is HLA-A02:06 with pseudo-sequence HLA-A02:06. The binding affinity (normalized) is 0.147. (2) The peptide sequence is WQMDCTHL. The MHC is HLA-B27:05 with pseudo-sequence HLA-B27:05. The binding affinity (normalized) is 0.0358. (3) The peptide sequence is LLLLISLVY. The MHC is HLA-B57:01 with pseudo-sequence HLA-B57:01. The binding affinity (normalized) is 0.0847.